Dataset: Catalyst prediction with 721,799 reactions and 888 catalyst types from USPTO. Task: Predict which catalyst facilitates the given reaction. (1) Reactant: O[CH2:2][C:3]1[CH:8]=[CH:7][C:6]([C:9]2[O:10][CH:11]=[C:12]([C:14]([N:16]3[CH2:20][CH2:19][CH2:18][CH2:17]3)=[O:15])[N:13]=2)=[CH:5][CH:4]=1.S(Cl)([Cl:23])=O.N1C2C=CC=CC=2N=N1. Product: [Cl:23][CH2:2][C:3]1[CH:8]=[CH:7][C:6]([C:9]2[O:10][CH:11]=[C:12]([C:14]([N:16]3[CH2:20][CH2:19][CH2:18][CH2:17]3)=[O:15])[N:13]=2)=[CH:5][CH:4]=1. The catalyst class is: 366. (2) Reactant: [N:1]1[CH:6]=[CH:5][C:4]([C:7]([OH:9])=O)=[CH:3][CH:2]=1.C1N=CN(C(N2C=NC=C2)=O)C=1.Cl.[CH3:23][NH:24][O:25][CH3:26]. Product: [CH3:26][O:25][N:24]([CH3:23])[C:7]([C:4]1[CH:5]=[CH:6][N:1]=[CH:2][CH:3]=1)=[O:9]. The catalyst class is: 2. (3) Reactant: [CH:1]([O:4][C:5]1[CH:29]=[CH:28][C:8]([C:9]([N:11]([CH:25]([CH3:27])[CH3:26])[C@@H:12]2[CH2:17][CH2:16][CH2:15][N:14]([C:18]([O:20][C:21]([CH3:24])([CH3:23])[CH3:22])=[O:19])[CH2:13]2)=[O:10])=[CH:7][C:6]=1[O:30][CH2:31][CH2:32][CH2:33][O:34][CH3:35])([CH3:3])[CH3:2].C([O-])(=O)C.[Na+].[Br:41]Br.S([O-])([O-])(=O)=S.[Na+].[Na+]. Product: [Br:41][C:28]1[CH:29]=[C:5]([O:4][CH:1]([CH3:3])[CH3:2])[C:6]([O:30][CH2:31][CH2:32][CH2:33][O:34][CH3:35])=[CH:7][C:8]=1[C:9]([N:11]([CH:25]([CH3:26])[CH3:27])[C@@H:12]1[CH2:17][CH2:16][CH2:15][N:14]([C:18]([O:20][C:21]([CH3:22])([CH3:23])[CH3:24])=[O:19])[CH2:13]1)=[O:10]. The catalyst class is: 15. (4) Reactant: [CH3:1][N:2]([CH3:6])[CH2:3][CH2:4][NH2:5].[C:7]([C:9]1[CH:14]=[CH:13][C:12]([S:15](Cl)(=[O:17])=[O:16])=[CH:11][CH:10]=1)#N.C([O-])(O)=[O:20].[Na+].C(OC(=O)C)C. Product: [CH3:1][N:2]([CH3:6])[CH2:3][CH2:4][NH:5][S:15]([C:12]1[CH:13]=[CH:14][C:9]([CH:7]=[O:20])=[CH:10][CH:11]=1)(=[O:17])=[O:16]. The catalyst class is: 1.